The task is: Predict the reactants needed to synthesize the given product.. This data is from Full USPTO retrosynthesis dataset with 1.9M reactions from patents (1976-2016). (1) Given the product [N+:1]([C:4]1[NH:8][N:7]=[CH:6][CH:5]=1)([O-:3])=[O:2].[CH2:46]1[CH:48]([CH2:47][C:15]([NH2:13])=[O:19])[CH2:45]1, predict the reactants needed to synthesize it. The reactants are: [N+:1]([C:4]1[NH:8][N:7]=[C:6](C(O)=O)[CH:5]=1)([O-:3])=[O:2].C[N:13]([C:15]([O:19]N1N=NC2C=CC=NC1=2)=[N+](C)C)C.F[P-](F)(F)(F)(F)F.C(N(CC)CC)C.Cl.N[CH2:45][CH:46]1[CH2:48][CH2:47]1. (2) Given the product [Cl:1][C:2]1[C:7]([C:8]([C:10]2[CH:15]=[CH:14][CH:13]=[CH:12][C:11]=2[O:16][CH3:17])=[O:9])=[CH:6][CH:5]=[C:4]([Cl:18])[N:3]=1, predict the reactants needed to synthesize it. The reactants are: [Cl:1][C:2]1[C:7]([CH:8]([C:10]2[CH:15]=[CH:14][CH:13]=[CH:12][C:11]=2[O:16][CH3:17])[OH:9])=[CH:6][CH:5]=[C:4]([Cl:18])[N:3]=1.CC(C)=O.OS(O)(=O)=O.O=[Cr](=O)=O. (3) Given the product [CH2:14]([C:11]1([N:16]2[CH2:17][C:18]3=[CH:19][NH:20][C:21]4[C:26]3=[C:25]([CH:24]=[CH:23][N:22]=4)[C:27]2=[O:29])[CH2:12][CH2:13][N:8]([C:6]([O:5][C:1]([CH3:4])([CH3:3])[CH3:2])=[O:7])[CH2:9][CH2:10]1)[CH3:15], predict the reactants needed to synthesize it. The reactants are: [C:1]([O:5][C:6]([N:8]1[CH2:13][CH2:12][C:11]([NH:16][CH2:17][C:18]2[C:26]3[C:25]([C:27]([OH:29])=O)=[CH:24][CH:23]=[N:22][C:21]=3[NH:20][CH:19]=2)([CH2:14][CH3:15])[CH2:10][CH2:9]1)=[O:7])([CH3:4])([CH3:3])[CH3:2].CN(C(ON1N=NC2C=CC=NC1=2)=[N+](C)C)C.F[P-](F)(F)(F)(F)F. (4) Given the product [CH2:1]([O:3][C:4]1[CH:14]=[CH:13][C:7]([N:8]([CH2:32][CH:31]([CH2:29][CH3:30])[CH2:34][CH2:35][CH2:36][CH3:37])[CH:9]([CH2:11][CH3:12])[CH3:10])=[CH:6][CH:5]=1)[CH3:2], predict the reactants needed to synthesize it. The reactants are: [CH2:1]([O:3][C:4]1[CH:14]=[CH:13][C:7]([NH:8][CH:9]([CH2:11][CH3:12])[CH3:10])=[CH:6][CH:5]=1)[CH3:2].C(O[BH-](OC(=O)C)OC(=O)C)(=O)C.[Na+].[CH2:29]([CH:31]([CH2:34][CH2:35][CH2:36][CH3:37])[CH:32]=O)[CH3:30]. (5) Given the product [ClH:12].[C:1]([O:9][CH2:41][CH2:40][CH2:39][CH2:38][CH2:37][CH2:36][CH2:35][CH2:34][CH2:33][CH2:32][CH2:31][CH2:30][CH2:29][CH2:28][CH2:27][CH2:26][CH2:25][CH2:24][CH2:23][CH2:22][CH2:21][CH2:20][CH2:19][CH2:18][CH2:17][CH2:16][CH2:15][CH3:14])(=[O:8])[C:2]1[CH:7]=[CH:6][CH:5]=[N:4][CH:3]=1, predict the reactants needed to synthesize it. The reactants are: [C:1]([OH:9])(=[O:8])[C:2]1[CH:7]=[CH:6][CH:5]=[N:4][CH:3]=1.O=S(Cl)[Cl:12].[CH2:14](O)[CH2:15][CH2:16][CH2:17][CH2:18][CH2:19][CH2:20][CH2:21][CH2:22][CH2:23][CH2:24][CH2:25][CH2:26][CH2:27][CH2:28][CH2:29][CH2:30][CH2:31][CH2:32][CH2:33][CH2:34][CH2:35][CH2:36][CH2:37][CH2:38][CH2:39][CH2:40][CH3:41].C(Cl)(=O)C1C=CC=NC=1. (6) Given the product [Cl:8][C:7]1[CH:6]=[CH:5][C:4]([O:9][C:21]2[CH:20]=[N:19][CH:18]=[C:17]([F:16])[CH:22]=2)=[CH:3][C:2]=1[NH2:1], predict the reactants needed to synthesize it. The reactants are: [NH2:1][C:2]1[CH:3]=[C:4]([OH:9])[CH:5]=[CH:6][C:7]=1[Cl:8].CC(C)([O-])C.[K+].[F:16][C:17]1[CH:18]=[N:19][CH:20]=[C:21](F)[CH:22]=1.C(=O)([O-])[O-].[K+].[K+]. (7) Given the product [C:25]([O:24][C:23]1[C:18]([CH2:17][N:14]2[CH2:15][CH2:16][CH:11]([C:9](=[O:10])[CH2:8][C:3]3[CH:4]=[CH:5][CH:6]=[CH:7][C:2]=3[C:37]#[N:38])[CH2:12][CH2:13]2)=[N:19][CH:20]=[CH:21][N:22]=1)([CH3:28])([CH3:27])[CH3:26], predict the reactants needed to synthesize it. The reactants are: Br[C:2]1[CH:7]=[CH:6][CH:5]=[CH:4][C:3]=1[CH2:8][C:9]([CH:11]1[CH2:16][CH2:15][N:14]([CH2:17][C:18]2[C:23]([O:24][C:25]([CH3:28])([CH3:27])[CH3:26])=[N:22][CH:21]=[CH:20][N:19]=2)[CH2:13][CH2:12]1)=[O:10].[OH-].[Na+].C(OCC)(=O)C.[CH3:37][N:38](C)C=O.